This data is from Forward reaction prediction with 1.9M reactions from USPTO patents (1976-2016). The task is: Predict the product of the given reaction. (1) The product is: [ClH:13].[NH2:1][CH:2]([CH2:6][CH2:7][CH2:8][CH2:9][CH3:10])[C:3]([O:5][CH3:15])=[O:4]. Given the reactants [NH2:1][CH:2]([CH2:6][CH2:7][CH2:8][CH2:9][CH3:10])[C:3]([OH:5])=[O:4].S(Cl)([Cl:13])=O.[CH3:15]O, predict the reaction product. (2) Given the reactants [S:1]1[CH:5]=[CH:4][CH:3]=[C:2]1[C:6](=[NH:29])[NH:7][C:8]1[CH:9]=[C:10]2[C:14](=[CH:15][CH:16]=1)[N:13]([CH:17]1[CH2:21][CH2:20][N:19](C(OC(C)(C)C)=O)[CH2:18]1)[CH2:12][CH2:11]2.Cl, predict the reaction product. The product is: [NH:19]1[CH2:20][CH2:21][CH:17]([N:13]2[C:14]3[C:10](=[CH:9][C:8]([NH:7][C:6]([C:2]4[S:1][CH:5]=[CH:4][CH:3]=4)=[NH:29])=[CH:16][CH:15]=3)[CH2:11][CH2:12]2)[CH2:18]1.